From a dataset of Forward reaction prediction with 1.9M reactions from USPTO patents (1976-2016). Predict the product of the given reaction. Given the reactants [Br:1][C:2]1([C:5]([OH:7])=O)[CH2:4][CH2:3]1.Cl.[NH2:9][CH2:10][C:11](=[O:15])[CH2:12][CH2:13][CH3:14].C1(N=C=NC2CCCCC2)CCCCC1.C(N(CC)CC)C, predict the reaction product. The product is: [Br:1][C:2]1([C:5]([NH:9][CH2:10][C:11](=[O:15])[CH2:12][CH2:13][CH3:14])=[O:7])[CH2:4][CH2:3]1.